From a dataset of Catalyst prediction with 721,799 reactions and 888 catalyst types from USPTO. Predict which catalyst facilitates the given reaction. Reactant: [CH3:1][C:2]1[C:10]2[C:5](=[CH:6][CH:7]=[CH:8][C:9]=2[N+:11]([O-])=O)[N:4]([CH2:14][C:15]2[CH:20]=[CH:19][CH:18]=[C:17]([CH3:21])[N:16]=2)[N:3]=1. Product: [CH3:1][C:2]1[C:10]2[C:9]([NH2:11])=[CH:8][CH:7]=[CH:6][C:5]=2[N:4]([CH2:14][C:15]2[CH:20]=[CH:19][CH:18]=[C:17]([CH3:21])[N:16]=2)[N:3]=1. The catalyst class is: 320.